From a dataset of Reaction yield outcomes from USPTO patents with 853,638 reactions. Predict the reaction yield, written as a fraction of the theoretical maximum amount of product (1.0 means a 100% yield; for example, 0.34 means a 34% yield). (1) The reactants are [NH2:1][CH:2]([CH3:6])[CH:3](C)[OH:4].Br[CH:8]([CH3:18])[C:9]([C:11]1[CH:16]=[CH:15][CH:14]=[C:13]([Cl:17])[CH:12]=1)=[O:10].[I-].[Na+].[CH:21](Cl)(Cl)Cl. No catalyst specified. The product is [OH:4][CH2:3][C:2]([NH:1][CH:8]([CH3:18])[C:9]([C:11]1[CH:16]=[CH:15][CH:14]=[C:13]([Cl:17])[CH:12]=1)=[O:10])([CH3:6])[CH3:21]. The yield is 0.550. (2) The reactants are [Br:1][C:2]1[CH:7]=[CH:6][C:5]([C:8]2[NH:9][CH:10]=[C:11]([C:13]3[N:17]([CH:18]([CH3:20])[CH3:19])[N:16]=[C:15]([CH3:21])[N:14]=3)[N:12]=2)=[C:4]([F:22])[CH:3]=1.C1(=O)O[CH2:26][CH2:25][O:24]1.CO. The catalyst is C1(C)C=CC=CC=1.C(Cl)Cl. The product is [Br:1][C:2]1[CH:7]=[CH:6][C:5]([C:8]2[N:9]([CH2:26][CH2:25][OH:24])[CH:10]=[C:11]([C:13]3[N:17]([CH:18]([CH3:19])[CH3:20])[N:16]=[C:15]([CH3:21])[N:14]=3)[N:12]=2)=[C:4]([F:22])[CH:3]=1. The yield is 0.710.